Dataset: Full USPTO retrosynthesis dataset with 1.9M reactions from patents (1976-2016). Task: Predict the reactants needed to synthesize the given product. (1) Given the product [CH3:32][N:31]([CH2:30][C@H:27]1[CH2:28][CH2:29][C@H:24]([N:4]2[C:5]3[C:12]4[CH:13]=[CH:14][N:15]([CH2:16][O:17][CH2:18][CH2:19][Si:20]([CH3:23])([CH3:21])[CH3:22])[C:11]=4[N:10]=[CH:9][C:6]=3[C:7](=[O:8])[N:2]([CH3:1])[CH2:3]2)[CH2:25][CH2:26]1)[S:43]([CH3:42])(=[O:45])=[O:44], predict the reactants needed to synthesize it. The reactants are: [CH3:1][N:2]1[C:7](=[O:8])[C:6]2[CH:9]=[N:10][C:11]3[N:15]([CH2:16][O:17][CH2:18][CH2:19][Si:20]([CH3:23])([CH3:22])[CH3:21])[CH:14]=[CH:13][C:12]=3[C:5]=2[N:4]([C@H:24]2[CH2:29][CH2:28][C@H:27]([CH2:30][NH:31][CH3:32])[CH2:26][CH2:25]2)[CH2:3]1.C(N(CC)C(C)C)(C)C.[CH3:42][S:43](Cl)(=[O:45])=[O:44].[Cl-].[NH4+]. (2) Given the product [CH:17]([C:16]1[C:11]([C:9]([C:4]2[CH:3]=[C:2]([CH:31]=[CH:30][C:29]#[N:32])[CH:7]=[C:6]([CH3:8])[CH:5]=2)=[O:10])=[N:12][C:13]([O:22][CH3:23])=[N:14][C:15]=1[O:20][CH3:21])([CH3:19])[CH3:18], predict the reactants needed to synthesize it. The reactants are: Br[C:2]1[CH:3]=[C:4]([C:9]([C:11]2[C:16]([CH:17]([CH3:19])[CH3:18])=[C:15]([O:20][CH3:21])[N:14]=[C:13]([O:22][CH3:23])[N:12]=2)=[O:10])[CH:5]=[C:6]([CH3:8])[CH:7]=1.C([O-])(=O)C.[Na+].[C:29](#[N:32])[CH:30]=[CH2:31].CCOCC. (3) Given the product [CH2:11]([O:18][C:19]1[CH:20]=[C:21]([CH:35]=[CH:36][CH:37]=1)[C:22]([NH:24][C:25]1[CH:30]=[CH:29][CH:28]=[CH:27][C:26]=1[S:31]([NH:32][C:1]([O:2][C:3]1[CH:8]=[CH:7][CH:6]=[CH:5][CH:4]=1)=[O:9])(=[O:34])=[O:33])=[O:23])[C:12]1[CH:13]=[CH:14][CH:15]=[CH:16][CH:17]=1, predict the reactants needed to synthesize it. The reactants are: [C:1](Cl)(=[O:9])[O:2][C:3]1[CH:8]=[CH:7][CH:6]=[CH:5][CH:4]=1.[CH2:11]([O:18][C:19]1[CH:20]=[C:21]([CH:35]=[CH:36][CH:37]=1)[C:22]([NH:24][C:25]1[CH:30]=[CH:29][CH:28]=[CH:27][C:26]=1[S:31](=[O:34])(=[O:33])[NH2:32])=[O:23])[C:12]1[CH:17]=[CH:16][CH:15]=[CH:14][CH:13]=1. (4) Given the product [ClH:29].[ClH:43].[CH:1]1([N:5]([CH2:14][C:15]2[CH:20]=[CH:19][N:18]=[C:17]([C:21]3[CH:26]=[CH:25][C:24]([F:27])=[C:23]([O:28][CH:30]([F:35])[F:34])[CH:22]=3)[CH:16]=2)[C:6]([C:8]2[N:9]=[CH:10][N:11]([CH3:13])[CH:12]=2)=[O:7])[CH2:2][CH2:3][CH2:4]1, predict the reactants needed to synthesize it. The reactants are: [CH:1]1([N:5]([CH2:14][C:15]2[CH:20]=[CH:19][N:18]=[C:17]([C:21]3[CH:26]=[CH:25][C:24]([F:27])=[C:23]([OH:28])[CH:22]=3)[CH:16]=2)[C:6]([C:8]2[N:9]=[CH:10][N:11]([CH3:13])[CH:12]=2)=[O:7])[CH2:4][CH2:3][CH2:2]1.[Cl:29][C:30]([F:35])([F:34])C([O-])=O.[Na+].C(=O)([O-])[O-].[Cs+].[Cs+].[ClH:43].[OH-].[Na+]. (5) The reactants are: [CH3:1][S:2][C:3]1[CH:8]=[CH:7][C:6]([NH:9][S:10]([C:13]2[CH:18]=[CH:17][CH:16]=[CH:15][C:14]=2[N+:19]([O-:21])=[O:20])(=[O:12])=[O:11])=[CH:5][CH:4]=1.[C:22]([O:26][C:27]([N:29]1[CH2:34][CH2:33][CH:32]([CH2:35][CH2:36][CH2:37]O)[CH2:31][CH2:30]1)=[O:28])([CH3:25])([CH3:24])[CH3:23].C1(P(C2C=CC=CC=2)C2C=CC=CC=2)C=CC=CC=1.CC(OC(/N=N/C(OC(C)(C)C)=O)=O)(C)C. Given the product [C:22]([O:26][C:27]([N:29]1[CH2:34][CH2:33][CH:32]([CH2:35][CH2:36][CH2:37][N:9]([C:6]2[CH:7]=[CH:8][C:3]([S:2][CH3:1])=[CH:4][CH:5]=2)[S:10]([C:13]2[CH:18]=[CH:17][CH:16]=[CH:15][C:14]=2[N+:19]([O-:21])=[O:20])(=[O:12])=[O:11])[CH2:31][CH2:30]1)=[O:28])([CH3:25])([CH3:24])[CH3:23], predict the reactants needed to synthesize it.